From a dataset of Full USPTO retrosynthesis dataset with 1.9M reactions from patents (1976-2016). Predict the reactants needed to synthesize the given product. (1) Given the product [CH2:22]([O:29][C:30]1[CH:35]=[CH:34][C:33]([C:10]2[C:3]3[C:2]([Cl:1])=[N:7][CH:6]=[N:5][C:4]=3[N:8]([CH:12]3[CH2:21][CH2:20][C:15]4([O:19][CH2:18][CH2:17][O:16]4)[CH2:14][CH2:13]3)[CH:9]=2)=[CH:32][CH:31]=1)[C:23]1[CH:28]=[CH:27][CH:26]=[CH:25][CH:24]=1, predict the reactants needed to synthesize it. The reactants are: [Cl:1][C:2]1[C:3]2[C:10](I)=[CH:9][N:8]([CH:12]3[CH2:21][CH2:20][C:15]4([O:19][CH2:18][CH2:17][O:16]4)[CH2:14][CH2:13]3)[C:4]=2[N:5]=[CH:6][N:7]=1.[CH2:22]([O:29][C:30]1[CH:35]=[CH:34][C:33](B(O)O)=[CH:32][CH:31]=1)[C:23]1[CH:28]=[CH:27][CH:26]=[CH:25][CH:24]=1.C(=O)([O-])[O-].[Na+].[Na+]. (2) Given the product [C:29]([NH:28][CH2:27][CH2:26][CH2:25][CH2:24][CH2:23][CH2:22][N:13]1[C:14]2[N:15]=[CH:16][N:17]([CH3:21])[C:18]=2[C:19](=[O:20])[N:10]([CH2:9][CH2:8][CH2:7][CH2:6][C@H:5]([OH:4])[CH3:44])[C:11]1=[O:12])(=[O:43])[CH2:30][CH2:31][CH2:32][CH2:33][C@H:34]1[C@@H:42]2[C@@H:37]([NH:38][C:39]([NH:41]2)=[O:40])[CH2:36][S:35]1, predict the reactants needed to synthesize it. The reactants are: C([O:4][CH:5]([CH3:44])[CH2:6][CH2:7][CH2:8][CH2:9][N:10]1[C:19](=[O:20])[C:18]2[N:17]([CH3:21])[CH:16]=[N:15][C:14]=2[N:13]([CH2:22][CH2:23][CH2:24][CH2:25][CH2:26][CH2:27][NH:28][C:29](=[O:43])[CH2:30][CH2:31][CH2:32][CH2:33][C@@H:34]2[C@@H:42]3[C@@H:37]([NH:38][C:39]([NH:41]3)=[O:40])[CH2:36][S:35]2)[C:11]1=[O:12])(=O)C.N. (3) Given the product [Cl:1][C:2]1[CH:3]=[C:4]([CH:18]=[C:19]([S:23]([CH3:26])(=[O:25])=[O:24])[C:20]=1[OH:21])[C:5]([N:7]1[C:11]2[CH:12]=[CH:13][CH:14]=[CH:15][C:10]=2[S:9](=[O:17])(=[O:16])[CH2:8]1)=[O:6], predict the reactants needed to synthesize it. The reactants are: [Cl:1][C:2]1[CH:3]=[C:4]([CH:18]=[C:19]([S:23]([CH3:26])(=[O:25])=[O:24])[C:20]=1[O:21]C)[C:5]([N:7]1[C:11]2[CH:12]=[CH:13][CH:14]=[CH:15][C:10]=2[S:9](=[O:17])(=[O:16])[CH2:8]1)=[O:6].[Cl-].[Li+].Cl. (4) The reactants are: [NH2:1][C:2]([CH3:6])([CH3:5])[CH2:3][OH:4].N1C=CC=CC=1.[N:13]1[CH:18]=[CH:17][CH:16]=[C:15]([S:19](Cl)(=[O:21])=[O:20])[CH:14]=1. Given the product [OH:4][CH2:3][C:2]([NH:1][S:19]([C:15]1[CH:14]=[N:13][CH:18]=[CH:17][CH:16]=1)(=[O:21])=[O:20])([CH3:6])[CH3:5], predict the reactants needed to synthesize it. (5) Given the product [CH3:13][O:5][C:4](=[O:6])[C:3]1[C:7]([CH3:12])=[CH:8][C:9]([Cl:11])=[N:10][C:2]=1[Cl:1], predict the reactants needed to synthesize it. The reactants are: [Cl:1][C:2]1[N:10]=[C:9]([Cl:11])[CH:8]=[C:7]([CH3:12])[C:3]=1[C:4]([OH:6])=[O:5].[C:13](=O)([O-])[O-].[K+].[K+].IC.